This data is from Reaction yield outcomes from USPTO patents with 853,638 reactions. The task is: Predict the reaction yield, written as a fraction of the theoretical maximum amount of product (1.0 means a 100% yield; for example, 0.34 means a 34% yield). (1) The reactants are [C:1]([C:3]([CH3:25])([CH3:24])[C:4]1[CH:5]=[C:6]([CH:20]=[C:21]([OH:23])[CH:22]=1)[C:7]([NH:9][C:10]1[CH:15]=[CH:14][C:13]([CH3:16])=[C:12]([N+:17]([O-:19])=[O:18])[CH:11]=1)=[O:8])#[N:2].Cl[CH2:27][C:28]([NH:30][CH3:31])=[O:29].C([O-])([O-])=O.[K+].[K+].[I-].[Na+]. The catalyst is CC(C)=O.O1CCOCC1. The product is [C:1]([C:3]([CH3:25])([CH3:24])[C:4]1[CH:5]=[C:6]([CH:20]=[C:21]([O:23][CH2:27][C:28](=[O:29])[NH:30][CH3:31])[CH:22]=1)[C:7]([NH:9][C:10]1[CH:15]=[CH:14][C:13]([CH3:16])=[C:12]([N+:17]([O-:19])=[O:18])[CH:11]=1)=[O:8])#[N:2]. The yield is 0.779. (2) The reactants are [CH:1](OCC)=[O:2].Cl.[CH3:7][O:8][C:9](=[O:13])[CH2:10][NH:11][CH3:12].C(=O)([O-])[O-].[K+].[K+]. The catalyst is CCO. The product is [CH3:7][O:8][C:9](=[O:13])[CH2:10][N:11]([CH:1]=[O:2])[CH3:12]. The yield is 0.810. (3) The reactants are C[O:2][C:3]1[CH:36]=[CH:35][C:6]([CH2:7][CH2:8][C:9]2[CH:14]=[CH:13][CH:12]=[CH:11][C:10]=2[C:15]2[N:20]=[C:19]([N:21]3[C:25]([C:26]([F:29])([F:28])[F:27])=[C:24]([C:30]([O:32][CH2:33][CH3:34])=[O:31])[CH:23]=[N:22]3)[CH:18]=[CH:17][CH:16]=2)=[CH:5][CH:4]=1.B(Br)(Br)Br. The catalyst is ClCCl. The product is [OH:2][C:3]1[CH:4]=[CH:5][C:6]([CH2:7][CH2:8][C:9]2[CH:14]=[CH:13][CH:12]=[CH:11][C:10]=2[C:15]2[N:20]=[C:19]([N:21]3[C:25]([C:26]([F:29])([F:28])[F:27])=[C:24]([C:30]([O:32][CH2:33][CH3:34])=[O:31])[CH:23]=[N:22]3)[CH:18]=[CH:17][CH:16]=2)=[CH:35][CH:36]=1. The yield is 0.780. (4) The reactants are [OH:1][C:2]1[CH:3]=[C:4]([CH:7]=[CH:8][CH:9]=1)[CH:5]=[O:6].[C:10](OC(=N)C(Cl)(Cl)Cl)([CH3:13])([CH3:12])[CH3:11].B(F)(F)F.CCOCC.C(=O)(O)[O-].[Na+]. The catalyst is C(Cl)Cl.C1CCCCC1.CCCCCC.C(OCC)(=O)C. The product is [C:10]([O:1][C:2]1[CH:3]=[C:4]([CH:7]=[CH:8][CH:9]=1)[CH:5]=[O:6])([CH3:13])([CH3:12])[CH3:11]. The yield is 0.320. (5) The reactants are C([O:5][C:6]([C@H:8]1[CH2:12][CH2:11][CH2:10][N:9]1[C:13](=[O:38])[CH2:14][O:15][C:16]1[CH:21]=[CH:20][CH:19]=[C:18]([O:22][CH2:23][C:24]([N:26]2[CH2:30][CH2:29][CH2:28][C@@H:27]2[C:31]([O:33]C(C)(C)C)=[O:32])=[O:25])[CH:17]=1)=[O:7])(C)(C)C. The catalyst is FC(F)(F)C(O)=O. The product is [C:31]([C@H:27]1[CH2:28][CH2:29][CH2:30][N:26]1[C:24](=[O:25])[CH2:23][O:22][C:18]1[CH:17]=[C:16]([CH:21]=[CH:20][CH:19]=1)[O:15][CH2:14][C:13]([N:9]1[CH2:10][CH2:11][CH2:12][C@@H:8]1[C:6]([OH:7])=[O:5])=[O:38])([OH:33])=[O:32]. The yield is 0.980.